From a dataset of Full USPTO retrosynthesis dataset with 1.9M reactions from patents (1976-2016). Predict the reactants needed to synthesize the given product. (1) Given the product [NH2:12][C@@H:4]([CH2:5][C@H:6]1[CH2:11][CH2:10][CH2:9][O:8][CH2:7]1)[CH2:3][N:2]([CH3:1])[C:23](=[O:24])[O:25][C:26]([CH3:28])([CH3:27])[CH3:29], predict the reactants needed to synthesize it. The reactants are: [CH3:1][N:2]([C:23]([O:25][C:26]([CH3:29])([CH3:28])[CH3:27])=[O:24])[CH2:3][C@@H:4]([NH:12]C(=O)OCC1C=CC=CC=1)[CH2:5][C@H:6]1[CH2:11][CH2:10][CH2:9][O:8][CH2:7]1. (2) The reactants are: [N:1]1([CH2:6][C:7]2[CH:12]=[CH:11][C:10]([N:13]3[CH2:18][CH2:17][CH:16]([CH:19]=O)[CH2:15][CH2:14]3)=[CH:9][CH:8]=2)[CH2:5][CH2:4][CH2:3][CH2:2]1.[NH2:21][C:22]1[CH:27]=[CH:26][CH:25]=[CH:24][N:23]=1. Given the product [N:23]1[CH:24]=[CH:25][CH:26]=[CH:27][C:22]=1[NH:21][CH2:19][CH:16]1[CH2:17][CH2:18][N:13]([C:10]2[CH:11]=[CH:12][C:7]([CH2:6][N:1]3[CH2:5][CH2:4][CH2:3][CH2:2]3)=[CH:8][CH:9]=2)[CH2:14][CH2:15]1, predict the reactants needed to synthesize it. (3) Given the product [CH3:1][O:2][N:3]([CH3:18])[C:4](=[O:17])[C@@H:5]([NH:9][C:10](=[O:16])[O:11][C:12]([CH3:13])([CH3:15])[CH3:14])[CH2:6][CH3:7], predict the reactants needed to synthesize it. The reactants are: [CH3:1][O:2][N:3]([CH3:18])[C:4](=[O:17])[C@@H:5]([NH:9][C:10](=[O:16])[O:11][C:12]([CH3:15])([CH3:14])[CH3:13])[CH2:6][CH2:7]C.C(OC(N[C@@H](CC)C(O)=O)=O)(C)(C)C. (4) Given the product [C:14]([N:6]1[CH:7]=[C:3]([CH2:2][OH:1])[N:4]=[CH:5]1)([C:8]1[CH:13]=[CH:12][CH:11]=[CH:10][CH:9]=1)([C:21]1[CH:22]=[CH:23][CH:24]=[CH:25][CH:26]=1)[C:15]1[CH:16]=[CH:17][CH:18]=[CH:19][CH:20]=1, predict the reactants needed to synthesize it. The reactants are: [OH:1][CH2:2][C:3]1[N:4]=[CH:5][NH:6][CH:7]=1.[C:8]1([C:14](Cl)([C:21]2[CH:26]=[CH:25][CH:24]=[CH:23][CH:22]=2)[C:15]2[CH:20]=[CH:19][CH:18]=[CH:17][CH:16]=2)[CH:13]=[CH:12][CH:11]=[CH:10][CH:9]=1.CCN(C(C)C)C(C)C.O.